This data is from Reaction yield outcomes from USPTO patents with 853,638 reactions. The task is: Predict the reaction yield, written as a fraction of the theoretical maximum amount of product (1.0 means a 100% yield; for example, 0.34 means a 34% yield). (1) The reactants are [Br:1][C:2]1[CH:12]=[CH:11][C:5]([O:6][CH2:7][C:8]([NH2:10])=[O:9])=[C:4]([C:13]#[N:14])[CH:3]=1.N1CCC[CH2:17][CH2:16]1.[NH:21]1[CH2:26][CH2:25][O:24][CH2:23][CH2:22]1. No catalyst specified. The product is [Br:1][C:2]1[CH:12]=[CH:11][C:5]2[O:6][C:7]3[C:8](=[O:9])[NH:10][C:16]([CH2:17][N:21]4[CH2:26][CH2:25][O:24][CH2:23][CH2:22]4)=[N:14][C:13]=3[C:4]=2[CH:3]=1. The yield is 0.370. (2) The reactants are [Cl:1][C:2]1[C:10]2[N:9]=[C:8]3[N:11]([C:15]4[CH:20]=[CH:19][C:18]([O:21][CH3:22])=[CH:17][C:16]=4[Cl:23])[CH2:12][CH2:13][CH2:14][N:7]3[C:6]=2[C:5]([CH:24]([OH:27])[CH2:25][CH3:26])=[CH:4][CH:3]=1.[C:28](OC=C)(=O)[CH3:29].C(=O)([O-])[O-].[Na+].[Na+]. The catalyst is ClC1C=CC=CC=1Cl. The product is [Cl:1][C:2]1[C:10]2[N:9]=[C:8]3[N:11]([C:15]4[CH:20]=[CH:19][C:18]([O:21][CH3:22])=[CH:17][C:16]=4[Cl:23])[CH2:12][CH2:13][CH2:14][N:7]3[C:6]=2[C:5]([CH:24]([O:27][CH:28]=[CH2:29])[CH2:25][CH3:26])=[CH:4][CH:3]=1. The yield is 0.820. (3) No catalyst specified. The reactants are C(O)(C(F)(F)F)=O.[F:8][C:9]1[CH:10]=[C:11]([NH:20][C:21]([C@@H:23]2[N:32](C(OC(C)(C)C)=O)[CH2:31][CH2:30][C:29]3[N:28]=[C:27]([O:40][CH3:41])[CH:26]=[CH:25][C:24]2=3)=[O:22])[CH:12]=[C:13]([F:19])[C:14]=1[Si:15]([CH3:18])([CH3:17])[CH3:16].C(=O)([O-])O.[Na+]. The yield is 0.950. The product is [F:19][C:13]1[CH:12]=[C:11]([NH:20][C:21]([C@@H:23]2[NH:32][CH2:31][CH2:30][C:29]3[N:28]=[C:27]([O:40][CH3:41])[CH:26]=[CH:25][C:24]2=3)=[O:22])[CH:10]=[C:9]([F:8])[C:14]=1[Si:15]([CH3:18])([CH3:17])[CH3:16]. (4) The yield is 0.850. The catalyst is CN(C=O)C.CCOC(C)=O. The reactants are [CH3:1][O:2][C:3](=[O:22])[CH:4]([C:9]1[CH:14]=[CH:13][C:12]([NH2:15])=[C:11]([C:16]2[CH2:21][CH2:20][CH2:19][CH2:18][CH:17]=2)[CH:10]=1)[C:5]([O:7][CH3:8])=[O:6].[C:23]([C:25]1[N:26]=[C:27]([C:38]([O-])=[O:39])[N:28]([CH2:30][O:31][CH2:32][CH2:33][Si:34]([CH3:37])([CH3:36])[CH3:35])[CH:29]=1)#[N:24].[K+].F[P-](F)(F)(F)(F)F.Br[P+](N1CCCC1)(N1CCCC1)N1CCCC1.CCN(C(C)C)C(C)C. The product is [CH3:1][O:2][C:3](=[O:22])[CH:4]([C:9]1[CH:14]=[CH:13][C:12]([NH:15][C:38]([C:27]2[N:28]([CH2:30][O:31][CH2:32][CH2:33][Si:34]([CH3:37])([CH3:36])[CH3:35])[CH:29]=[C:25]([C:23]#[N:24])[N:26]=2)=[O:39])=[C:11]([C:16]2[CH2:21][CH2:20][CH2:19][CH2:18][CH:17]=2)[CH:10]=1)[C:5]([O:7][CH3:8])=[O:6]. (5) The reactants are CC(OI1(OC(C)=O)(OC(C)=O)OC(=O)C2C=CC=CC1=2)=O.[OH:23][CH2:24][C:25]([C:28]1[CH:29]=[C:30]([CH:33]=[CH:34][CH:35]=1)[C:31]#[N:32])([CH3:27])[CH3:26].C(=O)(O)[O-].[Na+].C(OCC)(=O)C. The catalyst is C(Cl)Cl.S([O-])([O-])=O.[Na+].[Na+].O. The product is [CH3:27][C:25]([C:28]1[CH:29]=[C:30]([CH:33]=[CH:34][CH:35]=1)[C:31]#[N:32])([CH3:26])[CH:24]=[O:23]. The yield is 0.720. (6) The reactants are [C:1]([SH:9])(=[S:8])[C:2]1[CH:7]=[CH:6][CH:5]=[CH:4][CH:3]=1.[CH:10]([C:12]1[CH:17]=[CH:16][C:15]([O:18][CH3:19])=[CH:14][CH:13]=1)=[CH2:11]. The catalyst is C(Cl)(Cl)(Cl)Cl. The product is [C:1]([S:9][CH:10]([C:12]1[CH:17]=[CH:16][C:15]([O:18][CH3:19])=[CH:14][CH:13]=1)[CH3:11])(=[S:8])[C:2]1[CH:7]=[CH:6][CH:5]=[CH:4][CH:3]=1. The yield is 0.530. (7) The reactants are [Cl:1][C:2]1[N:3]=[CH:4][C:5]([NH2:8])=[N:6][CH:7]=1.Br[CH2:10][C:11]([C:13]1[CH:18]=[CH:17][C:16]([N:19]([CH3:21])[CH3:20])=[CH:15][CH:14]=1)=O.C([O-])(O)=O.[Na+]. The catalyst is C(#N)C. The product is [Cl:1][C:2]1[N:3]=[CH:4][C:5]2[N:6]([CH:10]=[C:11]([C:13]3[CH:18]=[CH:17][C:16]([N:19]([CH3:21])[CH3:20])=[CH:15][CH:14]=3)[N:8]=2)[CH:7]=1. The yield is 0.0700. (8) The reactants are [N:1]1[C:10]2[C:5](=[CH:6][CH:7]=[CH:8][C:9]=2[OH:11])[CH:4]=[CH:3][C:2]=1O.O=P(Cl)(Cl)[Cl:15]. No catalyst specified. The product is [Cl:15][C:2]1[CH:3]=[CH:4][C:5]2[C:10](=[C:9]([OH:11])[CH:8]=[CH:7][CH:6]=2)[N:1]=1. The yield is 0.700. (9) The reactants are [NH2:1][CH:2]([C:5]1[CH:10]=[CH:9][C:8]([Br:11])=[C:7]([F:12])[CH:6]=1)[CH2:3][OH:4].C([O-])(=O)C.[Na+].[N:18]#[C:19]Br. The catalyst is CO. The product is [Br:11][C:8]1[CH:9]=[CH:10][C:5]([CH:2]2[CH2:3][O:4][C:19]([NH2:18])=[N:1]2)=[CH:6][C:7]=1[F:12]. The yield is 0.300. (10) The yield is 0.680. The reactants are Br[C:2]1[CH:7]=[CH:6][C:5]([NH:8][C:9]2[CH:14]=[CH:13][C:12](Br)=[CH:11][CH:10]=2)=[CH:4][CH:3]=1.[CH2:16]([O:22][C:23]1[CH:28]=[C:27]([O:29][CH2:30][CH2:31][CH2:32][CH2:33][CH2:34][CH3:35])[CH:26]=[CH:25][C:24]=1B1OC(C)(C)C(C)(C)O1)[CH2:17][CH2:18][CH2:19][CH2:20][CH3:21].[C:45]([O-:48])(=O)[CH3:46].[K+].[OH2:50]. The product is [CH2:21]([O:50][C:28]1[CH:23]=[C:24]([O:48][CH2:45][CH2:46][CH2:30][CH2:31][CH2:32][CH3:33])[CH:25]=[CH:26][C:27]=1[C:2]1[CH:7]=[CH:6][C:5]([NH:8][C:9]2[CH:14]=[CH:13][C:12]([C:24]3[CH:25]=[CH:26][C:27]([O:29][CH2:30][CH2:31][CH2:32][CH2:33][CH2:34][CH3:35])=[CH:28][C:23]=3[O:22][CH2:16][CH2:17][CH2:18][CH2:19][CH2:20][CH3:21])=[CH:11][CH:10]=2)=[CH:4][CH:3]=1)[CH2:20][CH2:19][CH2:18][CH2:17][CH3:16]. The catalyst is C1(C)C=CC=CC=1.